Dataset: Reaction yield outcomes from USPTO patents with 853,638 reactions. Task: Predict the reaction yield, written as a fraction of the theoretical maximum amount of product (1.0 means a 100% yield; for example, 0.34 means a 34% yield). (1) The reactants are [S-:1][C:2]#[N:3].[K+].[F:5][C:6]1[CH:7]=[C:8]([CH:12]=[CH:13][CH:14]=1)[C:9](Cl)=[O:10]. The catalyst is CC(C)=O. The product is [F:5][C:6]1[CH:7]=[C:8]([CH:12]=[CH:13][CH:14]=1)[C:9]([N:3]=[C:2]=[S:1])=[O:10]. The yield is 0.379. (2) The reactants are [CH3:1][O:2][C:3]1[CH:8]=[CH:7][C:6](Cl)=[CH:5][CH:4]=1.[F:10][C:11]1[CH:16]=[CH:15][C:14]([C:17](=[O:20])[CH2:18][CH3:19])=[CH:13][CH:12]=1.C(O[Na])(C)(C)C. The catalyst is C1(C)C=CC=CC=1.C([O-])(=O)C.[Pd+2].C([O-])(=O)C.COC1C=CC=C(N(C)C2C=CC=CC=2)C=1P(C1CCCCC1)C1CCCCC1. The product is [F:10][C:11]1[CH:12]=[CH:13][C:14]([C:17](=[O:20])[CH:18]([C:6]2[CH:7]=[CH:8][C:3]([O:2][CH3:1])=[CH:4][CH:5]=2)[CH3:19])=[CH:15][CH:16]=1. The yield is 0.800. (3) The reactants are [C:1](=[O:12])([S:9][CH2:10][CH3:11])[O:2][O:3][CH:4](Cl)[CH2:5][CH2:6][CH3:7].[CH:13]1([C:18]([OH:20])=[O:19])[CH2:17][CH2:16][CH2:15][CH2:14]1. No catalyst specified. The product is [C:1](=[O:12])([S:9][CH2:10][CH3:11])[O:2][O:3][CH:4]([O:20][C:18]([CH:13]1[CH2:17][CH2:16][CH2:15][CH2:14]1)=[O:19])[CH2:5][CH2:6][CH3:7]. The yield is 0.860. (4) The reactants are [O:1]=[C:2]1[C:11]2[C:6](=[CH:7][CH:8]=[CH:9][CH:10]=2)[NH:5][CH:4]=[C:3]1[C:12]([NH:14][C:15]1[CH:23]=[C:22]2[C:18]([CH:19]=[CH:20][NH:21]2)=[CH:17][C:16]=1[C:24](O)=[O:25])=[O:13].CN(C(ON1N=NC2C=CC=NC1=2)=[N+](C)C)C.F[P-](F)(F)(F)(F)F.CCN(C(C)C)C(C)C.[CH2:60]([NH2:64])[CH:61]([CH3:63])[CH3:62]. The catalyst is CN(C=O)C. The product is [CH2:60]([NH:64][C:24]([C:16]1[CH:17]=[C:18]2[C:22](=[CH:23][C:15]=1[NH:14][C:12]([C:3]1[C:2](=[O:1])[C:11]3[C:6](=[CH:7][CH:8]=[CH:9][CH:10]=3)[NH:5][CH:4]=1)=[O:13])[NH:21][CH:20]=[CH:19]2)=[O:25])[CH:61]([CH3:63])[CH3:62]. The yield is 0.660. (5) The reactants are [F:1][C:2]([F:20])([F:19])[C:3](O)=[CH:4][C:5]([C:7]1[CH:17]=[CH:16][C:10]2[O:11][CH2:12][C:13](=[O:15])[NH:14][C:9]=2[CH:8]=1)=O.Cl.[C:22]1([NH:32][NH2:33])[C:31]2[C:26](=[CH:27][CH:28]=[CH:29][CH:30]=2)[CH:25]=[CH:24][CH:23]=1. No catalyst specified. The product is [C:22]1([N:32]2[C:5]([C:7]3[CH:17]=[CH:16][C:10]4[O:11][CH2:12][C:13](=[O:15])[NH:14][C:9]=4[CH:8]=3)=[CH:4][C:3]([C:2]([F:20])([F:19])[F:1])=[N:33]2)[C:31]2[C:26](=[CH:27][CH:28]=[CH:29][CH:30]=2)[CH:25]=[CH:24][CH:23]=1. The yield is 0.170. (6) The reactants are [Cl:1][C:2]1[CH:3]=[C:4]([C:8]2[N:12]3[N:13]=[C:14]([C:17]([OH:19])=O)[CH:15]=[CH:16][C:11]3=[N:10][CH:9]=2)[CH:5]=[CH:6][CH:7]=1.[F:20][C:21]([F:30])([F:29])[C:22]1[N:27]=[C:26]([NH2:28])[CH:25]=[CH:24][CH:23]=1.CCN(C(C)C)C(C)C.CN(C(ON1N=NC2C=CC=NC1=2)=[N+](C)C)C.F[P-](F)(F)(F)(F)F. The catalyst is CN(C=O)C.O. The product is [Cl:1][C:2]1[CH:3]=[C:4]([C:8]2[N:12]3[N:13]=[C:14]([C:17]([NH:28][C:26]4[CH:25]=[CH:24][CH:23]=[C:22]([C:21]([F:29])([F:20])[F:30])[N:27]=4)=[O:19])[CH:15]=[CH:16][C:11]3=[N:10][CH:9]=2)[CH:5]=[CH:6][CH:7]=1. The yield is 0.280. (7) The reactants are [Cl:1][C:2]1[N:7]=[C:6](Cl)[CH:5]=[C:4]([C:9]2[CH:10]=[N:11][N:12]([CH3:14])[CH:13]=2)[N:3]=1.CCN(C(C)C)C(C)C.[NH:24]1[CH2:29][CH2:28][O:27][CH2:26][CH2:25]1.ClCCl. The catalyst is CO. The product is [Cl:1][C:2]1[N:7]=[C:6]([N:24]2[CH2:29][CH2:28][O:27][CH2:26][CH2:25]2)[CH:5]=[C:4]([C:9]2[CH:10]=[N:11][N:12]([CH3:14])[CH:13]=2)[N:3]=1. The yield is 0.320.